This data is from Reaction yield outcomes from USPTO patents with 853,638 reactions. The task is: Predict the reaction yield, written as a fraction of the theoretical maximum amount of product (1.0 means a 100% yield; for example, 0.34 means a 34% yield). The reactants are [S:1]1[CH2:7][C:5](=[O:6])[NH:4][C:2]1=S.[F:8][C:9]1[CH:16]=[C:13]([CH:14]=O)[C:12]([OH:17])=[CH:11][CH:10]=1.[CH3:18][N:19]([CH3:25])[C@@H:20]1[CH2:24][CH2:23][NH:22][CH2:21]1.[ClH:26].O1CCOCC1. The catalyst is C(O)C.C(O)(C)(C)C.O. The product is [Cl-:26].[F:8][C:9]1[CH:10]=[CH:11][C:12]([OH:17])=[C:13](/[CH:14]=[C:7]2/[C:5](=[O:6])[N:4]=[C:2]([N:22]3[CH2:23][CH2:24][C@@H:20]([NH+:19]([CH3:25])[CH3:18])[CH2:21]3)[S:1]/2)[CH:16]=1. The yield is 0.930.